This data is from NCI-60 drug combinations with 297,098 pairs across 59 cell lines. The task is: Regression. Given two drug SMILES strings and cell line genomic features, predict the synergy score measuring deviation from expected non-interaction effect. (1) Drug 1: CS(=O)(=O)C1=CC(=C(C=C1)C(=O)NC2=CC(=C(C=C2)Cl)C3=CC=CC=N3)Cl. Drug 2: CN(CCCl)CCCl.Cl. Cell line: IGROV1. Synergy scores: CSS=7.31, Synergy_ZIP=-7.26, Synergy_Bliss=-8.45, Synergy_Loewe=-22.5, Synergy_HSA=-9.94. (2) Drug 2: COC1=C2C(=CC3=C1OC=C3)C=CC(=O)O2. Synergy scores: CSS=21.2, Synergy_ZIP=-2.75, Synergy_Bliss=2.46, Synergy_Loewe=1.25, Synergy_HSA=2.11. Cell line: IGROV1. Drug 1: CC(CN1CC(=O)NC(=O)C1)N2CC(=O)NC(=O)C2.